This data is from Forward reaction prediction with 1.9M reactions from USPTO patents (1976-2016). The task is: Predict the product of the given reaction. (1) Given the reactants Br[C:2]1[CH:3]=[C:4]([NH:22][CH2:23][C:24]2[CH:25]=[N:26][CH:27]=[CH:28][CH:29]=2)[CH:5]=[C:6]2[C:11]=1[N:10]=[CH:9][C:8]([C:12]#[N:13])=[C:7]2[NH:14][C:15]1[CH:20]=[CH:19][CH:18]=[C:17]([Cl:21])[CH:16]=1.[C:30]([NH2:35])(=[O:34])[CH:31]([CH3:33])[CH3:32].[O-]P([O-])([O-])=O.[K+].[K+].[K+].CNCCNC, predict the reaction product. The product is: [Cl:21][C:17]1[CH:16]=[C:15]([NH:14][C:7]2[C:6]3[C:11](=[C:2]([NH:35][C:30](=[O:34])[CH:31]([CH3:33])[CH3:32])[CH:3]=[C:4]([NH:22][CH2:23][C:24]4[CH:25]=[N:26][CH:27]=[CH:28][CH:29]=4)[CH:5]=3)[N:10]=[CH:9][C:8]=2[C:12]#[N:13])[CH:20]=[CH:19][CH:18]=1. (2) Given the reactants [CH3:1][O:2][C:3]1[CH:4]=[C:5]2[C:10](=[CH:11][C:12]=1[O:13][CH3:14])[CH2:9][NH:8][CH2:7][CH2:6]2.[C:15]([C:19]1[CH:35]=[CH:34][C:22]([O:23][C:24]2[C:25]([CH3:33])=[C:26]([CH:30]=[CH:31][CH:32]=2)[C:27](O)=[O:28])=[CH:21][CH:20]=1)([CH3:18])([CH3:17])[CH3:16].CCN(CC)CC.F[P-](F)(F)(F)(F)F.N1(O[P+](N(C)C)(N(C)C)N(C)C)C2C=CC=CC=2N=N1, predict the reaction product. The product is: [C:15]([C:19]1[CH:35]=[CH:34][C:22]([O:23][C:24]2[C:25]([CH3:33])=[C:26]([C:27]([N:8]3[CH2:7][CH2:6][C:5]4[C:10](=[CH:11][C:12]([O:13][CH3:14])=[C:3]([O:2][CH3:1])[CH:4]=4)[CH2:9]3)=[O:28])[CH:30]=[CH:31][CH:32]=2)=[CH:21][CH:20]=1)([CH3:18])([CH3:16])[CH3:17]. (3) Given the reactants Br[C:2]1[CH:7]=[CH:6][C:5]([O:8][CH2:9][CH:10]([CH3:12])[CH3:11])=[CH:4][CH:3]=1.C([Li])CCC.[Cl:18][C:19]1[CH:30]=[CH:29][C:22]([C:23](N(OC)C)=[O:24])=[CH:21][C:20]=1[S:31](=[O:34])(=[O:33])[NH2:32], predict the reaction product. The product is: [Cl:18][C:19]1[CH:30]=[CH:29][C:22]([C:23](=[O:24])[C:2]2[CH:7]=[CH:6][C:5]([O:8][CH2:9][CH:10]([CH3:12])[CH3:11])=[CH:4][CH:3]=2)=[CH:21][C:20]=1[S:31]([NH2:32])(=[O:34])=[O:33]. (4) Given the reactants C([O:3][C:4]([NH:6][N:7]1[CH:11]=[CH:10][C:9]([C:12]2[CH:17]=[CH:16][CH:15]=[CH:14][CH:13]=2)=[C:8]1[C:18]([O:20]C)=O)=O)C.[OH-].[NH4+:23], predict the reaction product. The product is: [C:12]1([C:9]2[CH:10]=[CH:11][N:7]3[C:8]=2[C:18](=[O:20])[NH:23][C:4](=[O:3])[NH:6]3)[CH:17]=[CH:16][CH:15]=[CH:14][CH:13]=1. (5) The product is: [CH2:21]([O:25][CH2:26][CH2:27][O:28][C:29]1[CH:30]=[CH:31][C:32]([C:2]2[CH:3]=[CH:4][C:5]([N:15]3[CH2:20][CH2:19][O:18][CH2:17][CH2:16]3)=[C:6](/[CH:8]=[CH:9]/[C:10]([O:12][CH2:13][CH3:14])=[O:11])[CH:7]=2)=[CH:33][CH:34]=1)[CH2:22][CH2:23][CH3:24]. Given the reactants Br[C:2]1[CH:3]=[CH:4][C:5]([N:15]2[CH2:20][CH2:19][O:18][CH2:17][CH2:16]2)=[C:6](/[CH:8]=[CH:9]/[C:10]([O:12][CH2:13][CH3:14])=[O:11])[CH:7]=1.[CH2:21]([O:25][CH2:26][CH2:27][O:28][C:29]1[CH:34]=[CH:33][C:32](OB(O)O)=[CH:31][CH:30]=1)[CH2:22][CH2:23][CH3:24].C(=O)([O-])[O-].[K+].[K+], predict the reaction product. (6) The product is: [SH:6][C:4]1[N:5]=[C:11]([C:13]2[S:14][CH:15]=[CH:16][CH:17]=2)[CH:10]=[C:9]([C:8]([F:20])([F:7])[F:19])[C:3]=1[C:1]#[N:2]. Given the reactants [C:1]([CH2:3][C:4](=[S:6])[NH2:5])#[N:2].[F:7][C:8]([F:20])([F:19])[C:9](=O)[CH2:10][C:11]([C:13]1[S:14][CH:15]=[CH:16][CH:17]=1)=O.C(N(CC)CC)C, predict the reaction product. (7) Given the reactants [NH2:1][CH2:2][CH2:3][CH2:4][CH2:5][CH2:6][C:7]([OH:9])=[O:8].[CH3:10][N:11]([CH3:26])[C:12]1[CH:21]=[CH:20][CH:19]=[C:18]2[C:13]=1[CH:14]=[CH:15][CH:16]=[C:17]2[S:22](Cl)(=[O:24])=[O:23].Cl, predict the reaction product. The product is: [CH3:10][N:11]([CH3:26])[C:12]1[CH:21]=[CH:20][CH:19]=[C:18]2[C:13]=1[CH:14]=[CH:15][CH:16]=[C:17]2[S:22]([NH:1][CH2:2][CH2:3][CH2:4][CH2:5][CH2:6][C:7]([OH:9])=[O:8])(=[O:24])=[O:23]. (8) Given the reactants [CH2:1]([O:8][C:9]1[CH:10]=[CH:11][C:12]2[N:13]([N:16]=[CH:17][C:18]=2[C:19]([O:21][CH3:22])=[O:20])[C:14]=1Br)[C:2]1[CH:7]=[CH:6][CH:5]=[CH:4][CH:3]=1.[CH3:23]B1OB(C)OB(C)O1.P(=O)(O)(O)O.[K], predict the reaction product. The product is: [CH2:1]([O:8][C:9]1[CH:10]=[CH:11][C:12]2[N:13]([N:16]=[CH:17][C:18]=2[C:19]([O:21][CH3:22])=[O:20])[C:14]=1[CH3:23])[C:2]1[CH:7]=[CH:6][CH:5]=[CH:4][CH:3]=1. (9) Given the reactants Br[C:2]1[CH:3]=[C:4]([CH:20]([CH3:22])[CH3:21])[CH:5]=[C:6]2[C:10]=1[NH:9][C:8]1[C:11]([CH2:17][CH2:18][OH:19])([CH2:15][CH3:16])[O:12][CH2:13][CH2:14][C:7]2=1.[CH3:23][C:24]1[CH:25]=[C:26](B(O)O)[CH:27]=[C:28]([CH3:30])[CH:29]=1, predict the reaction product. The product is: [CH3:23][C:24]1[CH:25]=[C:26]([C:2]2[CH:3]=[C:4]([CH:20]([CH3:22])[CH3:21])[CH:5]=[C:6]3[C:10]=2[NH:9][C:8]2[C:11]([CH2:17][CH2:18][OH:19])([CH2:15][CH3:16])[O:12][CH2:13][CH2:14][C:7]3=2)[CH:27]=[C:28]([CH3:30])[CH:29]=1. (10) Given the reactants [CH:1]([C:3]1[N:8]=[C:7]([NH:9][C:10](=[O:15])[C:11]([CH3:14])([CH3:13])[CH3:12])[CH:6]=[CH:5][CH:4]=1)=[O:2].[CH3:16][Mg]Cl, predict the reaction product. The product is: [OH:2][CH:1]([C:3]1[N:8]=[C:7]([NH:9][C:10](=[O:15])[C:11]([CH3:12])([CH3:14])[CH3:13])[CH:6]=[CH:5][CH:4]=1)[CH3:16].